This data is from Catalyst prediction with 721,799 reactions and 888 catalyst types from USPTO. The task is: Predict which catalyst facilitates the given reaction. (1) Reactant: Br[C:2]1[CH:3]=[CH:4][C:5]([N:13]2[CH2:17][CH2:16][O:15][C:14]2=[O:18])=[C:6]([CH:12]=1)[C:7]([N:9]([CH3:11])[CH3:10])=[O:8].[CH3:19][O:20][C:21]1[CH:26]=[CH:25][CH:24]=[CH:23][C:22]=1[C:27]1[C:35]2[C:30](=[N:31][CH:32]=[C:33](B3OC(C)(C)C(C)(C)O3)[CH:34]=2)[N:29]([CH2:45][O:46][CH2:47][CH2:48][Si:49]([CH3:52])([CH3:51])[CH3:50])[N:28]=1.O. Product: [CH3:19][O:20][C:21]1[CH:26]=[CH:25][CH:24]=[CH:23][C:22]=1[C:27]1[C:35]2[C:30](=[N:31][CH:32]=[C:33]([C:2]3[CH:3]=[CH:4][C:5]([N:13]4[CH2:17][CH2:16][O:15][C:14]4=[O:18])=[C:6]([CH:12]=3)[C:7]([N:9]([CH3:11])[CH3:10])=[O:8])[CH:34]=2)[N:29]([CH2:45][O:46][CH2:47][CH2:48][Si:49]([CH3:50])([CH3:52])[CH3:51])[N:28]=1. The catalyst class is: 841. (2) Reactant: [C:1]([O:5][C:6]([N:8]1[CH2:12][C@:11]([CH2:14][N:15]=[N+]=[N-])([F:13])[CH2:10][C@H:9]1[C:18](=[O:29])[NH:19][CH2:20][C:21]1[CH:26]=[CH:25][CH:24]=[C:23]([Cl:27])[C:22]=1[F:28])=[O:7])([CH3:4])([CH3:3])[CH3:2].P(C)(C)C. Product: [C:1]([O:5][C:6]([N:8]1[CH2:12][C@:11]([CH2:14][NH2:15])([F:13])[CH2:10][C@H:9]1[C:18](=[O:29])[NH:19][CH2:20][C:21]1[CH:26]=[CH:25][CH:24]=[C:23]([Cl:27])[C:22]=1[F:28])=[O:7])([CH3:4])([CH3:2])[CH3:3]. The catalyst class is: 1. (3) Reactant: [Br:1][C:2]1[CH:3]=[C:4]([N:10]=C(C2C=CC=CC=2)C2C=CC=CC=2)[C:5](=[O:9])[N:6]([CH3:8])[CH:7]=1.O1CCOCC1. Product: [NH2:10][C:4]1[C:5](=[O:9])[N:6]([CH3:8])[CH:7]=[C:2]([Br:1])[CH:3]=1. The catalyst class is: 13. (4) Reactant: [CH3:1][C:2]1[CH:3]=[C:4]([CH:20]=[CH:21][C:22]=1[N+:23]([O-])=O)[O:5][CH2:6][CH:7]1[CH2:12][CH2:11][N:10]([C:13]([O:15][C:16]([CH3:19])([CH3:18])[CH3:17])=[O:14])[CH2:9][CH2:8]1.[H][H]. Product: [NH2:23][C:22]1[CH:21]=[CH:20][C:4]([O:5][CH2:6][CH:7]2[CH2:8][CH2:9][N:10]([C:13]([O:15][C:16]([CH3:18])([CH3:19])[CH3:17])=[O:14])[CH2:11][CH2:12]2)=[CH:3][C:2]=1[CH3:1]. The catalyst class is: 407. (5) Reactant: [CH3:1][C:2]1[CH:3]=[C:4]([CH:7]=[CH:8][C:9]=1[N+:10]([O-:12])=[O:11])[CH:5]=O.Cl.[NH2:14][OH:15]. Product: [CH3:1][C:2]1[CH:3]=[C:4]([CH:7]=[CH:8][C:9]=1[N+:10]([O-:12])=[O:11])/[CH:5]=[N:14]/[OH:15]. The catalyst class is: 5.